This data is from Full USPTO retrosynthesis dataset with 1.9M reactions from patents (1976-2016). The task is: Predict the reactants needed to synthesize the given product. (1) Given the product [N:10]1[CH:11]=[CH:12][CH:13]=[C:8]([C:5]2[C:4](=[O:14])[N:15]([C:17]3[CH:22]=[C:21]([C:23]([F:26])([F:24])[F:25])[CH:20]=[CH:19][N:18]=3)[NH:16][CH:6]=2)[CH:9]=1, predict the reactants needed to synthesize it. The reactants are: C(O[C:4](=[O:14])[C:5]([C:8]1[CH:9]=[N:10][CH:11]=[CH:12][CH:13]=1)=[CH:6]O)C.[NH:15]([C:17]1[CH:22]=[C:21]([C:23]([F:26])([F:25])[F:24])[CH:20]=[CH:19][N:18]=1)[NH2:16]. (2) Given the product [CH:10]([O:9][C:5]1[C:6]([CH3:8])=[CH:7][C:2]([B:22]([OH:23])[OH:21])=[C:3]([CH3:13])[CH:4]=1)([CH3:12])[CH3:11], predict the reactants needed to synthesize it. The reactants are: Br[C:2]1[CH:7]=[C:6]([CH3:8])[C:5]([O:9][CH:10]([CH3:12])[CH3:11])=[CH:4][C:3]=1[CH3:13].O1CCCC1.[Mg].C[O:21][B:22](OC)[O:23]C. (3) Given the product [CH3:12][O:5][C:4](=[O:6])[C:3]1[CH:7]=[C:8]([CH3:11])[CH:9]=[CH:10][C:2]=1[CH3:1], predict the reactants needed to synthesize it. The reactants are: [CH3:1][C:2]1[CH:10]=[CH:9][C:8]([CH3:11])=[CH:7][C:3]=1[C:4]([OH:6])=[O:5].[C:12](=O)([O-])[O-].[K+].[K+].CN(C=O)C.IC.